Task: Predict the reaction yield, written as a fraction of the theoretical maximum amount of product (1.0 means a 100% yield; for example, 0.34 means a 34% yield).. Dataset: Reaction yield outcomes from USPTO patents with 853,638 reactions (1) The reactants are [C:1]([N:4]1[CH2:9][CH2:8][N:7]([CH2:10][CH2:11][N:12]([C:20]2[N:21]=[N:22][N:23]([CH2:25][C:26]3[CH:31]=[CH:30][C:29]([Cl:32])=[C:28]([Cl:33])[CH:27]=3)[CH:24]=2)C(=O)OC(C)(C)C)[CH2:6][CH2:5]1)(=[O:3])[CH3:2].C(O)(C(F)(F)F)=O. The catalyst is C(Cl)Cl. The product is [Cl:33][C:28]1[CH:27]=[C:26]([CH:31]=[CH:30][C:29]=1[Cl:32])[CH2:25][N:23]1[CH:24]=[C:20]([NH:12][CH2:11][CH2:10][N:7]2[CH2:6][CH2:5][N:4]([C:1](=[O:3])[CH3:2])[CH2:9][CH2:8]2)[N:21]=[N:22]1. The yield is 0.920. (2) The reactants are CS([C:5]1[N:17]=[C:8]2[N:9]=[C:10]([CH2:15][CH3:16])[CH:11]=[C:12]([CH2:13][CH3:14])[N:7]2[N:6]=1)(=O)=O.[C:18]1([N:24]([CH2:28][CH2:29][OH:30])[CH2:25][CH2:26][OH:27])[CH:23]=[CH:22][CH:21]=[CH:20][CH:19]=1. No catalyst specified. The product is [CH2:15]([C:10]1[CH:11]=[C:12]([CH2:13][CH3:14])[N:7]2[N:6]=[C:5]([O:27][CH2:26][CH2:25][N:24]([C:18]3[CH:23]=[CH:22][CH:21]=[CH:20][CH:19]=3)[CH2:28][CH2:29][OH:30])[N:17]=[C:8]2[N:9]=1)[CH3:16]. The yield is 0.430.